Regression. Given two drug SMILES strings and cell line genomic features, predict the synergy score measuring deviation from expected non-interaction effect. From a dataset of Merck oncology drug combination screen with 23,052 pairs across 39 cell lines. Drug 1: COc1cccc2c1C(=O)c1c(O)c3c(c(O)c1C2=O)CC(O)(C(=O)CO)CC3OC1CC(N)C(O)C(C)O1. Drug 2: Cc1nc(Nc2ncc(C(=O)Nc3c(C)cccc3Cl)s2)cc(N2CCN(CCO)CC2)n1. Cell line: A2058. Synergy scores: synergy=2.44.